This data is from Forward reaction prediction with 1.9M reactions from USPTO patents (1976-2016). The task is: Predict the product of the given reaction. (1) Given the reactants [NH2:1][C:2]1[CH:3]=[C:4](B(O)O)[CH:5]=[CH:6][CH:7]=1.Br[C:12]1[CH:13]=[C:14]([C:18]2[N:23]3[N:24]=[CH:25][C:26]([C:27]([C:29]4[S:30][CH:31]=[CH:32][CH:33]=4)=[O:28])=[C:22]3[N:21]=[CH:20][CH:19]=2)[CH:15]=[CH:16][CH:17]=1, predict the reaction product. The product is: [NH2:1][C:2]1[CH:3]=[C:4]([C:16]2[CH:17]=[CH:12][CH:13]=[C:14]([C:18]3[N:23]4[N:24]=[CH:25][C:26]([C:27]([C:29]5[S:30][CH:31]=[CH:32][CH:33]=5)=[O:28])=[C:22]4[N:21]=[CH:20][CH:19]=3)[CH:15]=2)[CH:5]=[CH:6][CH:7]=1. (2) Given the reactants [C:1]1([Li])[CH:6]=[CH:5][CH:4]=[CH:3][CH:2]=1.[CH:8]([NH:11][CH:12]([CH3:14])C)(C)C.[C:15](=[O:17])=O.CC(C)=O.[F:22][C:23]1[CH:28]=[CH:27]C=C(F)[N:24]=1.C(=O)(O)[O-].[Na+].[H-].[Na+], predict the reaction product. The product is: [F:22][C:23]1[N:24]=[C:15]2[O:17][C:5]3([CH:4]4[CH2:3][CH2:2][N:11]([CH2:12][CH2:14]4)[CH2:8]3)[CH2:6][C:1]2=[CH:27][CH:28]=1. (3) Given the reactants [NH2:1][C@H:2]([C:13]1[N:18]([C:19]2[CH:24]=[CH:23][CH:22]=[CH:21][CH:20]=2)[C:17](=[O:25])[C:16]2=[C:26]([CH3:29])[CH:27]=[CH:28][N:15]2[N:14]=1)[CH2:3][CH2:4][O:5][CH2:6][C:7]1[CH:12]=[CH:11][CH:10]=[CH:9][CH:8]=1.[NH2:30][C:31]1[C:36]([C:37]#[N:38])=[C:35](Cl)[N:34]=[CH:33][N:32]=1.C(N(CC)C(C)C)(C)C, predict the reaction product. The product is: [NH2:30][C:31]1[C:36]([C:37]#[N:38])=[C:35]([NH:1][C@H:2]([C:13]2[N:18]([C:19]3[CH:24]=[CH:23][CH:22]=[CH:21][CH:20]=3)[C:17](=[O:25])[C:16]3=[C:26]([CH3:29])[CH:27]=[CH:28][N:15]3[N:14]=2)[CH2:3][CH2:4][O:5][CH2:6][C:7]2[CH:8]=[CH:9][CH:10]=[CH:11][CH:12]=2)[N:34]=[CH:33][N:32]=1. (4) Given the reactants [Cl:1][C:2]1[CH:3]=[CH:4][C:5]([NH:11][C:12](=[O:15])[CH2:13]Cl)=[C:6]([CH:10]=1)[C:7]([OH:9])=[O:8].[F:16][C:17]1[CH:22]=[CH:21][C:20]([C:23]2[CH:28]=[CH:27][C:26]([CH3:29])=[C:25]([NH2:30])[CH:24]=2)=[CH:19][CH:18]=1.[I-].[Na+], predict the reaction product. The product is: [Cl:1][C:2]1[CH:3]=[CH:4][C:5]([NH:11][C:12](=[O:15])[CH2:13][NH:30][C:25]2[CH:24]=[C:23]([C:20]3[CH:21]=[CH:22][C:17]([F:16])=[CH:18][CH:19]=3)[CH:28]=[CH:27][C:26]=2[CH3:29])=[C:6]([CH:10]=1)[C:7]([OH:9])=[O:8]. (5) Given the reactants Br[C:2]1[C:11]2[C:6](=[CH:7][CH:8]=[C:9]([Br:12])[CH:10]=2)[C:5](=[O:13])[N:4]([C:14]2[CH:19]=[CH:18][C:17]([C:20]([CH3:23])([CH3:22])[CH3:21])=[CH:16][CH:15]=2)[N:3]=1.[C:24]([N:28]1[C:32]([NH2:33])=[CH:31][C:30]([CH3:34])=[N:29]1)([CH3:27])([CH3:26])[CH3:25].C(=O)([O-])[O-].[Cs+].[Cs+].C1(P(C2C=CC=CC=2)C2C3OC4C(=CC=CC=4P(C4C=CC=CC=4)C4C=CC=CC=4)C(C)(C)C=3C=CC=2)C=CC=CC=1, predict the reaction product. The product is: [Br:12][C:9]1[CH:10]=[C:11]2[C:6](=[CH:7][CH:8]=1)[C:5](=[O:13])[N:4]([C:14]1[CH:19]=[CH:18][C:17]([C:20]([CH3:22])([CH3:23])[CH3:21])=[CH:16][CH:15]=1)[N:3]=[C:2]2[NH:33][C:32]1[N:28]([C:24]([CH3:27])([CH3:26])[CH3:25])[N:29]=[C:30]([CH3:34])[CH:31]=1. (6) Given the reactants [Cl:1][C:2]1[CH:7]=[CH:6][CH:5]=[CH:4][C:3]=1[CH2:8][O:9][C:10]1[C:15]([O:16][CH2:17][C:18]2[CH:23]=[CH:22][CH:21]=[CH:20][C:19]=2[Cl:24])=[CH:14][CH:13]=[CH:12][C:11]=1[CH:25]([OH:29])[C:26]([OH:28])=[O:27].[H-].[Na+].[CH3:32]I, predict the reaction product. The product is: [Cl:1][C:2]1[CH:7]=[CH:6][CH:5]=[CH:4][C:3]=1[CH2:8][O:9][C:10]1[C:15]([O:16][CH2:17][C:18]2[CH:23]=[CH:22][CH:21]=[CH:20][C:19]=2[Cl:24])=[CH:14][CH:13]=[CH:12][C:11]=1[CH:25]([O:29][CH3:32])[C:26]([OH:28])=[O:27]. (7) Given the reactants F[C:2]1[CH:3]=[N:4][CH:5]=[CH:6][C:7]=1[C:8]1[O:9][C:10]2[CH:16]=[CH:15][C:14]([C:17]([F:20])([F:19])[F:18])=[CH:13][C:11]=2[N:12]=1.C(=O)([O-])[O-].[K+].[K+].[CH2:27]([OH:30])[CH:28]=[CH2:29], predict the reaction product. The product is: [CH2:27]([O:30][C:2]1[CH:3]=[N:4][CH:5]=[CH:6][C:7]=1[C:8]1[O:9][C:10]2[CH:16]=[CH:15][C:14]([C:17]([F:20])([F:19])[F:18])=[CH:13][C:11]=2[N:12]=1)[CH:28]=[CH2:29]. (8) Given the reactants C(NC(C)C)(C)C.C([Li])CCC.[CH3:13][C@H:14]1[CH2:19][CH2:18][C@H:17]([C:20]([NH:22][C:23]2[CH:27]=[CH:26][S:25][C:24]=2[C:28]([O:30][CH3:31])=[O:29])=[O:21])[CH2:16][CH2:15]1.[I:32]I.[Cl-].[NH4+], predict the reaction product. The product is: [I:32][C:26]1[S:25][C:24]([C:28]([O:30][CH3:31])=[O:29])=[C:23]([NH:22][C:20]([C@H:17]2[CH2:16][CH2:15][C@H:14]([CH3:13])[CH2:19][CH2:18]2)=[O:21])[CH:27]=1. (9) Given the reactants [C:1]1([C:16]2[CH:21]=[CH:20][CH:19]=[CH:18][CH:17]=2)[CH:6]=[CH:5][CH:4]=[C:3]([N:7]2[CH:12]=[C:11]([OH:13])[C:10](=[O:14])[CH:9]=[C:8]2[CH3:15])[CH:2]=1.[C:22]([O-:25])([O-])=O.[K+].[K+].O, predict the reaction product. The product is: [C:1]1([C:16]2[CH:21]=[CH:20][CH:19]=[CH:18][CH:17]=2)[CH:6]=[CH:5][CH:4]=[C:3]([N:7]2[CH:12]=[C:11]([O:13][CH2:16][C:1]3[CH:6]=[CH:5][C:4]([O:25][CH3:22])=[CH:3][CH:2]=3)[C:10](=[O:14])[CH:9]=[C:8]2[CH3:15])[CH:2]=1. (10) Given the reactants [C:1]([C:3]1[CH:4]=[N:5][N:6]2[C:11]([C:12]([F:15])([F:14])[F:13])=[CH:10][C:9]([C:16]3[CH:21]=[CH:20][C:19]([C:22]([F:25])([F:24])[F:23])=[CH:18][CH:17]=3)=[N:8][C:7]=12)#[CH:2].Br[C:27]1[C:28]([F:38])=[CH:29][C:30]([F:37])=[C:31]([S:33]([NH2:36])(=[O:35])=[O:34])[CH:32]=1, predict the reaction product. The product is: [F:37][C:30]1[CH:29]=[C:28]([F:38])[C:27]([C:2]#[C:1][C:3]2[CH:4]=[N:5][N:6]3[C:11]([C:12]([F:14])([F:13])[F:15])=[CH:10][C:9]([C:16]4[CH:21]=[CH:20][C:19]([C:22]([F:25])([F:24])[F:23])=[CH:18][CH:17]=4)=[N:8][C:7]=23)=[CH:32][C:31]=1[S:33]([NH2:36])(=[O:34])=[O:35].